This data is from Reaction yield outcomes from USPTO patents with 853,638 reactions. The task is: Predict the reaction yield, written as a fraction of the theoretical maximum amount of product (1.0 means a 100% yield; for example, 0.34 means a 34% yield). (1) The reactants are [CH3:1][O:2][C:3](=[O:20])[C:4]1[C:9]([OH:10])=[C:8]([O:11][CH2:12][C:13]2[CH:18]=[CH:17][CH:16]=[CH:15][CH:14]=2)[C:7]([CH3:19])=[N:6][CH:5]=1.[C:21](OC(=O)C)(=[O:23])[CH3:22]. No catalyst specified. The product is [CH3:1][O:2][C:3](=[O:20])[C:4]1[C:9]([O:10][C:21](=[O:23])[CH3:22])=[C:8]([O:11][CH2:12][C:13]2[CH:18]=[CH:17][CH:16]=[CH:15][CH:14]=2)[C:7]([CH3:19])=[N:6][CH:5]=1. The yield is 0.900. (2) The catalyst is CN(C1C=CN=CC=1)C.ClCCl. The reactants are [CH2:1]([O:19][CH:20]([CH2:64][O:65][CH2:66][CH2:67][CH2:68][CH2:69][CH2:70][CH2:71][CH2:72][CH2:73][CH2:74][CH2:75][CH2:76][CH2:77][CH2:78][CH2:79][CH2:80][CH2:81][CH2:82][CH3:83])[CH2:21][O:22][C:23](=[O:63])[NH:24][CH2:25][CH2:26][CH2:27][CH2:28][CH2:29][C:30]([N:32]1[CH2:36][CH:35]([OH:37])[CH2:34][CH:33]1[CH:38]([C:57]1[CH:62]=[CH:61][CH:60]=[CH:59][CH:58]=1)[O:39][CH:40]([C:49]1[CH:54]=[CH:53][C:52]([O:55][CH3:56])=[CH:51][CH:50]=1)[C:41]1[CH:46]=[CH:45][C:44]([O:47][CH3:48])=[CH:43][CH:42]=1)=[O:31])[CH2:2][CH2:3][CH2:4][CH2:5][CH2:6][CH2:7][CH2:8][CH2:9][CH2:10][CH2:11][CH2:12][CH2:13][CH2:14][CH2:15][CH2:16][CH2:17][CH3:18].[C:84]1(=[O:90])[O:89][C:87](=[O:88])[CH2:86][CH2:85]1.C(N(CC)CC)C. The product is [CH3:48][O:47][C:44]1[CH:43]=[CH:42][C:41]([CH:40]([C:49]2[CH:50]=[CH:51][C:52]([O:55][CH3:56])=[CH:53][CH:54]=2)[O:39][CH:38]([C:57]2[CH:62]=[CH:61][CH:60]=[CH:59][CH:58]=2)[CH:33]2[N:32]([C:30](=[O:31])[CH2:29][CH2:28][CH2:27][CH2:26][CH2:25][NH:24][C:23]([O:22][CH2:21][CH:20]([O:19][CH2:1][CH2:2][CH2:3][CH2:4][CH2:5][CH2:6][CH2:7][CH2:8][CH2:9][CH2:10][CH2:11][CH2:12][CH2:13][CH2:14][CH2:15][CH2:16][CH2:17][CH3:18])[CH2:64][O:65][CH2:66][CH2:67][CH2:68][CH2:69][CH2:70][CH2:71][CH2:72][CH2:73][CH2:74][CH2:75][CH2:76][CH2:77][CH2:78][CH2:79][CH2:80][CH2:81][CH2:82][CH3:83])=[O:63])[CH2:36][CH:35]([O:37][C:84](=[O:90])[CH2:85][CH2:86][C:87]([OH:89])=[O:88])[CH2:34]2)=[CH:46][CH:45]=1. The yield is 0.470. (3) The reactants are CO[C:3](=[O:21])[C:4]1[CH:9]=[CH:8][CH:7]=[CH:6][C:5]=1[NH:10][C:11](=[O:20])[CH:12]([C:14]1[CH:19]=[CH:18][CH:17]=[CH:16][CH:15]=1)[CH3:13].[Li+].C[Si]([N-][Si](C)(C)C)(C)C. The catalyst is CCOC(C)=O. The product is [CH3:13][C:12]1([C:14]2[CH:15]=[CH:16][CH:17]=[CH:18][CH:19]=2)[C:3](=[O:21])[C:4]2[C:5](=[CH:6][CH:7]=[CH:8][CH:9]=2)[NH:10][C:11]1=[O:20]. The yield is 0.650. (4) The catalyst is [SiH](CC)(CC)CC.C(Cl)Cl. The reactants are C(OC(=O)[NH:7][C:8]1[S:9][C:10]2[CH2:19][CH2:18][C:17](O)([CH3:20])[C:16]3[C:12](=[CH:13][N:14]([CH2:22][C:23]4[CH:28]=[CH:27][C:26]([O:29][CH3:30])=[CH:25][CH:24]=4)[N:15]=3)[C:11]=2[N:31]=1)(C)(C)C.C(O)(C(F)(F)F)=O. The yield is 0.450. The product is [CH3:30][O:29][C:26]1[CH:25]=[CH:24][C:23]([CH2:22][N:14]2[CH:13]=[C:12]3[C:16]([CH:17]([CH3:20])[CH2:18][CH2:19][C:10]4[S:9][C:8]([NH2:7])=[N:31][C:11]=43)=[N:15]2)=[CH:28][CH:27]=1. (5) The reactants are [Cl:1][C:2]1[CH:7]=[CH:6][C:5]([NH:8]C(=O)C2C=CC(F)=CC=2)=[C:4]([C:18](=[O:26])[C:19]2[CH:24]=[CH:23][C:22](F)=[CH:21][CH:20]=2)[CH:3]=1.NC1C=CC(Cl)=CC=1[C:35](C1C=CC=C(OC)C=1)=[O:36].[OH-].[Na+]. The catalyst is CO. The product is [NH2:8][C:5]1[CH:6]=[CH:7][C:2]([Cl:1])=[CH:3][C:4]=1[C:18]([C:19]1[CH:20]=[CH:21][C:22]([O:36][CH3:35])=[CH:23][CH:24]=1)=[O:26]. The yield is 0.830. (6) The reactants are [CH3:1][O:2][C:3]1[CH:8]=[CH:7][N:6]=[C:5]([NH2:9])[CH:4]=1.[Br:10]Br. The catalyst is C(O)(=O)C. The product is [Br:10][C:8]1[C:3]([O:2][CH3:1])=[CH:4][C:5]([NH2:9])=[N:6][CH:7]=1. The yield is 0.790. (7) The yield is 0.900. The catalyst is C1COCC1. The product is [CH3:12][C:11]1([CH3:13])[CH2:10][CH2:9][NH:8][C:7](=[O:6])[NH:14]1. The reactants are Cl.C([O:6][C:7](=O)[NH:8][CH2:9][CH2:10][C:11]([NH2:14])([CH3:13])[CH3:12])(C)(C)C.CC([O-])(C)C.[K+].